Dataset: Full USPTO retrosynthesis dataset with 1.9M reactions from patents (1976-2016). Task: Predict the reactants needed to synthesize the given product. (1) Given the product [NH2:6][C:5]1[C:7]([C:8]([NH:10][CH2:11][C:12]2[CH:17]=[CH:16][CH:15]=[C:14]([C:18]([F:20])([F:19])[F:21])[CH:13]=2)=[O:9])=[CH:29][C:28]2[C:23](=[N:24][CH:25]=[CH:26][CH:27]=2)[N:22]=1, predict the reactants needed to synthesize it. The reactants are: CC[O-].[Na+].[C:5]([CH2:7][C:8]([NH:10][CH2:11][C:12]1[CH:17]=[CH:16][CH:15]=[C:14]([C:18]([F:21])([F:20])[F:19])[CH:13]=1)=[O:9])#[N:6].[NH2:22][C:23]1[C:28]([CH:29]=O)=[CH:27][CH:26]=[CH:25][N:24]=1. (2) Given the product [CH2:30]([O:29][C:27](=[O:28])[NH:15][CH2:14][C@H:11]1[CH2:10][CH2:9][C@@H:8]([NH2:7])[CH2:13][CH2:12]1)[C:31]1[CH:36]=[CH:35][CH:34]=[CH:33][CH:32]=1, predict the reactants needed to synthesize it. The reactants are: C(OC(=O)[NH:7][C@H:8]1[CH2:13][CH2:12][C@@H:11]([CH2:14][NH2:15])[CH2:10][CH2:9]1)(C)(C)C.CCN(C(C)C)C(C)C.Cl[C:27]([O:29][CH2:30][C:31]1[CH:36]=[CH:35][CH:34]=[CH:33][CH:32]=1)=[O:28].Cl.[OH-].[Na+]. (3) Given the product [CH3:11][O:12][C:13]1[CH:20]=[CH:19][C:16](/[CH:17]=[N:1]/[C@H:2]([C:5]2[CH:10]=[CH:9][CH:8]=[CH:7][CH:6]=2)[CH2:3][OH:4])=[CH:15][CH:14]=1, predict the reactants needed to synthesize it. The reactants are: [NH2:1][C@H:2]([C:5]1[CH:10]=[CH:9][CH:8]=[CH:7][CH:6]=1)[CH2:3][OH:4].[CH3:11][O:12][C:13]1[CH:20]=[CH:19][C:16]([CH:17]=O)=[CH:15][CH:14]=1. (4) Given the product [C:1]([O:5][C:6]([N:8]1[CH2:9][CH:10]([CH:12]=[CH:13][C:14](=[O:45])[N:15]([CH3:44])[C@@H:16]([C:28](=[O:43])[N:29]([CH3:42])[C@@H:30]([C:38](=[O:41])[NH:39][CH3:40])[CH2:31][C:32]2[CH:33]=[CH:34][CH:35]=[CH:36][CH:37]=2)[CH2:17][C:18]2[CH:27]=[CH:26][C:25]3[C:20](=[CH:21][CH:22]=[CH:23][CH:24]=3)[CH:19]=2)[CH2:11]1)=[O:7])([CH3:4])([CH3:3])[CH3:2], predict the reactants needed to synthesize it. The reactants are: [C:1]([O:5][C:6]([N:8]1[CH2:11][CH:10](/[CH:12]=[CH:13]/[C:14](=[O:45])[N:15]([CH3:44])[C@@H:16]([C:28](=[O:43])[N:29]([CH3:42])[C@@H:30]([C:38](=[O:41])[NH:39][CH3:40])[CH2:31][C:32]2[CH:37]=[CH:36][CH:35]=[CH:34][CH:33]=2)[CH2:17][C:18]2[CH:27]=[CH:26][C:25]3[C:20](=[CH:21][CH:22]=[CH:23][CH:24]=3)[CH:19]=2)[CH2:9]1)=[O:7])([CH3:4])([CH3:3])[CH3:2].FC(F)(F)C(O)=O.C(=O)([O-])O.[Na+].C(=O)([O-])[O-].[Na+].[Na+].C(=O)([O-])[O-].[Na+].[Na+]. (5) The reactants are: [F:1][C:2]1([F:13])[O:6][C:5]2[CH:7]=[CH:8][C:9]([CH:11]=O)=[CH:10][C:4]=2[O:3]1.[N+:14]([CH3:17])([O-:16])=[O:15].C([O-])(=O)C.[NH4+]. Given the product [F:1][C:2]1([F:13])[O:6][C:5]2[CH:7]=[CH:8][C:9]([CH:11]=[CH:17][N+:14]([O-:16])=[O:15])=[CH:10][C:4]=2[O:3]1, predict the reactants needed to synthesize it.